From a dataset of Catalyst prediction with 721,799 reactions and 888 catalyst types from USPTO. Predict which catalyst facilitates the given reaction. (1) Reactant: [Cl:1][C:2]1[CH:11]=[CH:10][C:5]([C:6]([O:8]C)=[O:7])=[CH:4][C:3]=1[C:12]#[N:13].O.[OH-].[Li+].O. Product: [Cl:1][C:2]1[CH:11]=[CH:10][C:5]([C:6]([OH:8])=[O:7])=[CH:4][C:3]=1[C:12]#[N:13]. The catalyst class is: 7. (2) Reactant: Cl[C:2]1[N:7]=[CH:6][C:5]([C:8]([O:10][CH2:11][CH3:12])=[O:9])=[CH:4][CH:3]=1.[NH:13]1[CH:17]=[CH:16][CH:15]=[N:14]1.C(=O)([O-])[O-].[Cs+].[Cs+]. Product: [N:13]1([C:2]2[N:7]=[CH:6][C:5]([C:8]([O:10][CH2:11][CH3:12])=[O:9])=[CH:4][CH:3]=2)[CH:17]=[CH:16][CH:15]=[N:14]1. The catalyst class is: 16. (3) Reactant: Br[C:2]1[CH:7]=[CH:6][C:5]2[O:8][C:9]3[C:10]([C:16]4([CH2:20][O:19][C:18]([NH2:21])=[N:17]4)[C:4]=2[CH:3]=1)=[N:11][C:12](Cl)=[CH:13][CH:14]=3.[C:22]([O-])(=O)[CH3:23].[K+].[N:27]1[CH:32]=[CH:31][CH:30]=[C:29](B(O)O)[CH:28]=1. Product: [N:27]1[CH:32]=[CH:31][CH:30]=[C:29]([C:12]2[N:11]=[C:10]3[C:16]4([C:4]5[CH:3]=[C:2]([C:9]6[CH:10]=[N:11][CH:12]=[CH:22][CH:23]=6)[CH:7]=[CH:6][C:5]=5[O:8][C:9]3=[CH:14][CH:13]=2)[CH2:20][O:19][C:18]([NH2:21])=[N:17]4)[CH:28]=1. The catalyst class is: 551. (4) Reactant: [CH3:1][O:2][C:3]1[CH:4]=[C:5]([CH:8]=[C:9]([O:11][CH3:12])[CH:10]=1)[CH:6]=[O:7].[CH3:13][O:14][C:15]1[CH:16]=[C:17]([Mg]Cl)[CH:18]=[C:19]([O:21][CH3:22])[CH:20]=1. Product: [CH3:12][O:11][C:9]1[CH:8]=[C:5]([CH:6]([C:17]2[CH:16]=[C:15]([O:14][CH3:13])[CH:20]=[C:19]([O:21][CH3:22])[CH:18]=2)[OH:7])[CH:4]=[C:3]([O:2][CH3:1])[CH:10]=1. The catalyst class is: 1. (5) Reactant: [CH2:1]([O:8][N:9]1[C:15](=[O:16])[N:14]2[CH2:17][C@H:10]1[CH2:11][CH2:12][C@H:13]2[C:18]([OH:20])=O)[C:2]1[CH:7]=[CH:6][CH:5]=[CH:4][CH:3]=1.[NH2:21][N:22]1[CH2:27][CH2:26][N:25]([C:28]([O:30][C:31]([CH3:34])([CH3:33])[CH3:32])=[O:29])[CH2:24][CH2:23]1.ON1C2C=CC=CC=2N=N1.Cl.C(N=C=NCCCN(C)C)C. Product: [CH2:1]([O:8][N:9]1[C:15](=[O:16])[N:14]2[CH2:17][C@H:10]1[CH2:11][CH2:12][C@H:13]2[C:18]([NH:21][N:22]1[CH2:23][CH2:24][N:25]([C:28]([O:30][C:31]([CH3:34])([CH3:33])[CH3:32])=[O:29])[CH2:26][CH2:27]1)=[O:20])[C:2]1[CH:3]=[CH:4][CH:5]=[CH:6][CH:7]=1. The catalyst class is: 172. (6) Reactant: [F:1][C:2]1[CH:3]=[N:4][C:5]2[C:10]([C:11]=1[N:12]1[CH2:30][CH2:29][C:15]3([CH2:19][C@H:18]([NH:20]C(=O)OC(C)(C)C)[C@H:17]([OH:28])[CH2:16]3)[CH2:14][CH2:13]1)=[N:9][C:8]([O:31][CH3:32])=[CH:7][CH:6]=2.Cl.O1CCOCC1. Product: [NH2:20][C@H:18]1[CH2:19][C:15]2([CH2:29][CH2:30][N:12]([C:11]3[C:10]4[C:5](=[CH:6][CH:7]=[C:8]([O:31][CH3:32])[N:9]=4)[N:4]=[CH:3][C:2]=3[F:1])[CH2:13][CH2:14]2)[CH2:16][C@H:17]1[OH:28]. The catalyst class is: 5. (7) Reactant: [C:1]([C:4]1[C:22](=[O:23])[C@@:8]2([CH3:24])[C:9]3[C:15]([OH:16])=[CH:14][C:13]([O:17][CH3:18])=[C:12]([C:19]([NH2:21])=[O:20])[C:10]=3[O:11][C:7]2=[CH:6][C:5]=1[OH:25])(=[O:3])[CH3:2].[CH3:26][C:27]1[CH:36]=[CH:35][C:34]2[C:29](=[CH:30][CH:31]=[C:32]([Cl:37])[CH:33]=2)[C:28]=1[CH:38]=O.C([SiH](CC)CC)C.FC(F)(F)C(O)=O. Product: [C:1]([C:4]1[C:22](=[O:23])[C@@:8]2([CH3:24])[C:9]3[C:15]([OH:16])=[CH:14][C:13]([O:17][CH3:18])=[C:12]([C:19]([NH:21][CH2:38][C:28]4[C:29]5[C:34](=[CH:33][C:32]([Cl:37])=[CH:31][CH:30]=5)[CH:35]=[CH:36][C:27]=4[CH3:26])=[O:20])[C:10]=3[O:11][C:7]2=[CH:6][C:5]=1[OH:25])(=[O:3])[CH3:2]. The catalyst class is: 10.